Dataset: NCI-60 drug combinations with 297,098 pairs across 59 cell lines. Task: Regression. Given two drug SMILES strings and cell line genomic features, predict the synergy score measuring deviation from expected non-interaction effect. (1) Drug 1: CN1C2=C(C=C(C=C2)N(CCCl)CCCl)N=C1CCCC(=O)O.Cl. Drug 2: C(CC(=O)O)C(=O)CN.Cl. Cell line: A498. Synergy scores: CSS=3.83, Synergy_ZIP=-2.16, Synergy_Bliss=-2.98, Synergy_Loewe=-3.51, Synergy_HSA=-2.91. (2) Cell line: HS 578T. Drug 2: COCCOC1=C(C=C2C(=C1)C(=NC=N2)NC3=CC=CC(=C3)C#C)OCCOC.Cl. Drug 1: CNC(=O)C1=NC=CC(=C1)OC2=CC=C(C=C2)NC(=O)NC3=CC(=C(C=C3)Cl)C(F)(F)F. Synergy scores: CSS=0.0240, Synergy_ZIP=-0.913, Synergy_Bliss=-2.35, Synergy_Loewe=-2.06, Synergy_HSA=-2.11. (3) Drug 1: C1=NC2=C(N1)C(=S)N=C(N2)N. Synergy scores: CSS=32.6, Synergy_ZIP=-17.2, Synergy_Bliss=-21.4, Synergy_Loewe=-26.4, Synergy_HSA=-19.2. Drug 2: C1=NC2=C(N1)C(=S)N=CN2. Cell line: MDA-MB-231.